This data is from Forward reaction prediction with 1.9M reactions from USPTO patents (1976-2016). The task is: Predict the product of the given reaction. (1) Given the reactants [CH3:1][C:2]([C:5]1[N:9](C)[C:8]2[CH:11]=[C:12](C#N)[CH:13]=[CH:14][C:7]=2[N:6]=1)([CH3:4])[CH3:3].NC1C=CC(C#N)=CC=1NC.CC(C=O)(C)C, predict the reaction product. The product is: [C:2]([C:5]1[NH:9][C:8]2[CH:11]=[CH:12][CH:13]=[CH:14][C:7]=2[N:6]=1)([CH3:4])([CH3:1])[CH3:3]. (2) Given the reactants [F:1][C:2]([F:7])([F:6])[C:3]([OH:5])=[O:4].[NH2:8][C@@H:9]1[CH2:14][CH2:13][C@H:12]([N:15]2[CH2:19][CH2:18][CH:17]([C:20]3[NH:24][C:23]4[C:25]([C:29]([F:32])([F:31])[F:30])=[CH:26][CH:27]=[CH:28][C:22]=4[N:21]=3)[C:16]2=[O:33])[C@H:11]([CH2:34][S:35]([C:38]2[CH:43]=[CH:42][CH:41]=[CH:40][CH:39]=2)(=[O:37])=[O:36])[CH2:10]1.[CH:44](=O)[CH3:45].[C:47](O)(=O)[CH3:48].C(O[BH-](OC(=O)C)OC(=O)C)(=O)C.[Na+], predict the reaction product. The product is: [F:1][C:2]([F:7])([F:6])[C:3]([OH:5])=[O:4].[CH2:47]([N:8]([CH2:44][CH3:45])[C@@H:9]1[CH2:14][CH2:13][C@H:12]([N:15]2[CH2:19][CH2:18][CH:17]([C:20]3[NH:24][C:23]4[C:25]([C:29]([F:30])([F:31])[F:32])=[CH:26][CH:27]=[CH:28][C:22]=4[N:21]=3)[C:16]2=[O:33])[C@H:11]([CH2:34][S:35]([C:38]2[CH:39]=[CH:40][CH:41]=[CH:42][CH:43]=2)(=[O:36])=[O:37])[CH2:10]1)[CH3:48].